This data is from Forward reaction prediction with 1.9M reactions from USPTO patents (1976-2016). The task is: Predict the product of the given reaction. (1) Given the reactants [Cl:1][C:2]1[N:7]=[CH:6][C:5]([CH2:8][C:9]2[CH:10]=[C:11]3[C:16](=[C:17]4[CH:22]=[CH:21][CH:20]=[CH:19][C:18]=24)[N:15]=[CH:14][N:13]([C@@H:23]2[CH2:28][CH2:27][CH2:26][CH2:25][C@H:24]2[OH:29])[C:12]3=[O:30])=[CH:4][CH:3]=1.[C:31](OC(=O)C)(=[O:33])[CH3:32].C(N(CC)CC)C, predict the reaction product. The product is: [C:31]([O:29][C@@H:24]1[CH2:25][CH2:26][CH2:27][CH2:28][C@H:23]1[N:13]1[C:12](=[O:30])[C:11]2[C:16](=[C:17]3[CH:22]=[CH:21][CH:20]=[CH:19][C:18]3=[C:9]([CH2:8][C:5]3[CH:6]=[N:7][C:2]([Cl:1])=[CH:3][CH:4]=3)[CH:10]=2)[N:15]=[CH:14]1)(=[O:33])[CH3:32]. (2) Given the reactants [CH3:1][O:2][C:3]1[CH:15]=[C:14]([O:16][CH3:17])[CH:13]=[CH:12][C:4]=1[CH2:5][NH:6][C:7]1[S:11][N:10]=[CH:9][N:8]=1.C[Si]([N-][Si](C)(C)C)(C)C.[Li+].[F:28][C:29]1[CH:34]=[CH:33][C:32]([S:35](Cl)(=[O:37])=[O:36])=[CH:31][C:30]=1[N+:39]([O-:41])=[O:40], predict the reaction product. The product is: [CH3:1][O:2][C:3]1[CH:15]=[C:14]([O:16][CH3:17])[CH:13]=[CH:12][C:4]=1[CH2:5][N:6]([C:7]1[S:11][N:10]=[CH:9][N:8]=1)[S:35]([C:32]1[CH:33]=[CH:34][C:29]([F:28])=[C:30]([N+:39]([O-:41])=[O:40])[CH:31]=1)(=[O:36])=[O:37]. (3) Given the reactants O[N:2]=[C:3]1[C:11]2[C:10]([C:12]([OH:14])=[O:13])=[CH:9][CH:8]=[CH:7][C:6]=2[CH2:5][CH2:4]1, predict the reaction product. The product is: [NH2:2][CH:3]1[C:11]2[C:10]([C:12]([OH:14])=[O:13])=[CH:9][CH:8]=[CH:7][C:6]=2[CH2:5][CH2:4]1. (4) Given the reactants [Cl:1][C:2]1[CH:7]=[CH:6][C:5]([CH3:8])=[CH:4][C:3]=1[OH:9].CI.[C:12]([O-])([O-])=O.[K+].[K+], predict the reaction product. The product is: [Cl:1][C:2]1[CH:7]=[CH:6][C:5]([CH3:8])=[CH:4][C:3]=1[O:9][CH3:12]. (5) Given the reactants N(/C(C)(C)C#N)=N\C(C)(C)C#N.[Br:13][C:14]1[CH:15]=[C:16]2[C:20](=[CH:21][CH:22]=1)[C:19](=[O:23])[O:18][CH2:17]2.[Br:24]N1C(=O)CCC1=O, predict the reaction product. The product is: [Br:24][CH:17]1[C:16]2[C:20](=[CH:21][CH:22]=[C:14]([Br:13])[CH:15]=2)[C:19](=[O:23])[O:18]1. (6) Given the reactants [H-].[Na+].[CH2:3]([OH:13])[CH2:4][CH2:5][CH2:6][CH2:7][CH2:8][CH2:9][CH2:10][CH:11]=[CH2:12].[O:14]1[C:24]2[C:19](=[CH:20][CH:21]=[CH:22][CH:23]=2)[CH:18]=[CH:17][C:15]1=[O:16].OS(O)(=O)=O, predict the reaction product. The product is: [CH2:3]([O:13][C:15](=[O:16])[CH:17]=[CH:18][C:19]1[CH:20]=[CH:21][CH:22]=[CH:23][C:24]=1[OH:14])[CH2:4][CH2:5][CH2:6][CH2:7][CH2:8][CH2:9][CH2:10][CH:11]=[CH2:12]. (7) Given the reactants [N:1]1([C:7]2[CH:13]=[CH:12][C:10]([NH2:11])=[CH:9][CH:8]=2)[CH2:6][CH2:5][NH:4][CH2:3][CH2:2]1.Cl[C:15]1[N:20]=[CH:19][C:18](/[CH:21]=[CH:22]/[C:23]2[CH:24]=[C:25]([CH:30]=[C:31]([O:33][CH3:34])[CH:32]=2)[C:26]([O:28][CH3:29])=[O:27])=[CH:17][N:16]=1.C(O)(C(F)(F)F)=O, predict the reaction product. The product is: [CH3:34][O:33][C:31]1[CH:30]=[C:25]([CH:24]=[C:23](/[CH:22]=[CH:21]/[C:18]2[CH:17]=[N:16][C:15]([NH:11][C:10]3[CH:12]=[CH:13][C:7]([N:1]4[CH2:2][CH2:3][NH:4][CH2:5][CH2:6]4)=[CH:8][CH:9]=3)=[N:20][CH:19]=2)[CH:32]=1)[C:26]([O:28][CH3:29])=[O:27].